Dataset: Full USPTO retrosynthesis dataset with 1.9M reactions from patents (1976-2016). Task: Predict the reactants needed to synthesize the given product. (1) Given the product [F:22][C:21]1[C:15]2[O:14][CH:13]([CH2:12][NH:31][CH3:30])[CH2:17][C:16]=2[CH:18]=[C:19]([C:23]2[CH:28]=[CH:27][CH:26]=[C:25]([F:29])[CH:24]=2)[CH:20]=1, predict the reactants needed to synthesize it. The reactants are: CC1C=CC(S(O[CH2:12][CH:13]2[CH2:17][C:16]3[CH:18]=[C:19]([C:23]4[CH:28]=[CH:27][CH:26]=[C:25]([F:29])[CH:24]=4)[CH:20]=[C:21]([F:22])[C:15]=3[O:14]2)(=O)=O)=CC=1.[CH3:30][NH2:31]. (2) Given the product [C:1]([N:4]1[C:13]2[C:8](=[CH:9][C:10]([NH:14][C:31](=[O:32])[C:30]3[CH:34]=[CH:35][C:27]([CH2:24][CH2:25][CH3:26])=[CH:28][CH:29]=3)=[CH:11][CH:12]=2)[C:7]([C:16]2[CH:21]=[CH:20][CH:19]=[CH:18][CH:17]=2)([CH3:15])[CH2:6][C:5]1([CH3:23])[CH3:22])(=[O:3])[CH3:2], predict the reactants needed to synthesize it. The reactants are: [C:1]([N:4]1[C:13]2[C:8](=[CH:9][C:10]([NH2:14])=[CH:11][CH:12]=2)[C:7]([C:16]2[CH:21]=[CH:20][CH:19]=[CH:18][CH:17]=2)([CH3:15])[CH2:6][C:5]1([CH3:23])[CH3:22])(=[O:3])[CH3:2].[CH2:24]([C:27]1[CH:35]=[CH:34][C:30]([C:31](Cl)=[O:32])=[CH:29][CH:28]=1)[CH2:25][CH3:26].C(N(CC)C(C)C)(C)C. (3) Given the product [CH2:16]([N:15]1[C:14]2[CH:18]=[CH:19][CH:20]=[CH:21][C:13]=2[NH:12]/[C:11]/1=[C:8](\[C:6]1[CH:5]=[CH:4][N:3]=[C:2]([NH:26][CH2:22][CH:23]([CH3:25])[CH3:24])[N:7]=1)/[C:9]#[N:10])[CH3:17], predict the reactants needed to synthesize it. The reactants are: Cl[C:2]1[N:7]=[C:6]([CH:8]([CH:11]2[N:15]([CH2:16][CH3:17])[C:14]3[CH:18]=[CH:19][CH:20]=[CH:21][C:13]=3[NH:12]2)[C:9]#[N:10])[CH:5]=[CH:4][N:3]=1.[CH2:22]([NH2:26])[CH:23]([CH3:25])[CH3:24]. (4) Given the product [C:15]([CH2:16][CH2:17][N:1]1[CH2:2][CH2:3][CH:4]([NH:7][C:8](=[O:14])[O:9][C:10]([CH3:11])([CH3:13])[CH3:12])[CH2:5][CH2:6]1)#[N:18], predict the reactants needed to synthesize it. The reactants are: [NH:1]1[CH2:6][CH2:5][CH:4]([NH:7][C:8](=[O:14])[O:9][C:10]([CH3:13])([CH3:12])[CH3:11])[CH2:3][CH2:2]1.[C:15](#[N:18])[CH:16]=[CH2:17]. (5) Given the product [NH:12]1[CH2:16][CH2:15][C@@H:14]([NH:17][C:18]([C:20]2[N:21]=[C:22]([N:25]3[CH2:28][CH:27]([S:29][C:30]4[C@H:31]([CH3:54])[C@@H:32]5[C@@H:49]([C@H:50]([OH:52])[CH3:51])[C:48](=[O:53])[N:33]5[C:34]=4[C:35]([OH:37])=[O:36])[CH2:26]3)[S:23][CH:24]=2)=[O:19])[CH2:13]1, predict the reactants needed to synthesize it. The reactants are: [N+](C1C=CC(COC([N:12]2[CH2:16][CH2:15][C@@H:14]([NH:17][C:18]([C:20]3[N:21]=[C:22]([N:25]4[CH2:28][CH:27]([S:29][C:30]5[C@H:31]([CH3:54])[C@@H:32]6[C@@H:49]([C@H:50]([OH:52])[CH3:51])[C:48](=[O:53])[N:33]6[C:34]=5[C:35]([O:37]CC5C=CC([N+]([O-])=O)=CC=5)=[O:36])[CH2:26]4)[S:23][CH:24]=3)=[O:19])[CH2:13]2)=O)=CC=1)([O-])=O.